This data is from Full USPTO retrosynthesis dataset with 1.9M reactions from patents (1976-2016). The task is: Predict the reactants needed to synthesize the given product. (1) The reactants are: [Cl:1][C:2]1[CH:18]=[CH:17][C:5]2[CH2:6][CH2:7][N:8](C(=O)C(F)(F)F)[CH2:9][CH2:10][C:4]=2[C:3]=1[NH:19][CH2:20][C:21]1[CH:26]=[CH:25][C:24]([C:27]([O:29]C)=[O:28])=[CH:23][CH:22]=1.C(=O)([O-])[O-].[K+].[K+].CO. Given the product [C:27]([C:24]1[CH:23]=[CH:22][C:21]([CH2:20][NH:19][C:3]2[C:4]3[CH2:10][CH2:9][NH:8][CH2:7][CH2:6][C:5]=3[CH:17]=[CH:18][C:2]=2[Cl:1])=[CH:26][CH:25]=1)([OH:29])=[O:28], predict the reactants needed to synthesize it. (2) The reactants are: [CH3:1][O:2][C:3]1[CH:8]=[C:7]([CH:9]=[O:10])[C:6]([O:11]COC)=[CH:5][N:4]=1.Cl. Given the product [OH:11][C:6]1[C:7]([CH:9]=[O:10])=[CH:8][C:3]([O:2][CH3:1])=[N:4][CH:5]=1, predict the reactants needed to synthesize it. (3) Given the product [N+:7]([C:10]1[CH:11]=[C:12]([CH:13]=[CH:14][CH:15]=1)[CH2:16][S:17][CH2:23][C:24]1[CH:25]=[C:26]([NH:30][C:31](=[O:32])[O:33][C:34]([CH3:36])([CH3:35])[CH3:37])[CH:27]=[CH:28][CH:29]=1)([O-:9])=[O:8], predict the reactants needed to synthesize it. The reactants are: C(=O)([O-])[O-].[Cs+].[Cs+].[N+:7]([C:10]1[CH:11]=[C:12]([CH2:16][SH:17])[CH:13]=[CH:14][CH:15]=1)([O-:9])=[O:8].CS(O[CH2:23][C:24]1[CH:29]=[CH:28][CH:27]=[C:26]([NH:30][C:31]([O:33][C:34]([CH3:37])([CH3:36])[CH3:35])=[O:32])[CH:25]=1)(=O)=O.